Dataset: Full USPTO retrosynthesis dataset with 1.9M reactions from patents (1976-2016). Task: Predict the reactants needed to synthesize the given product. (1) Given the product [F:1][C:2]([F:20])([F:19])[C:3]1[CH:18]=[CH:17][CH:16]=[CH:15][C:4]=1[CH2:5][O:6][C:7]1[CH:14]=[CH:13][C:10]([CH:11]=[N:22][OH:23])=[CH:9][CH:8]=1, predict the reactants needed to synthesize it. The reactants are: [F:1][C:2]([F:20])([F:19])[C:3]1[CH:18]=[CH:17][CH:16]=[CH:15][C:4]=1[CH2:5][O:6][C:7]1[CH:14]=[CH:13][C:10]([CH:11]=O)=[CH:9][CH:8]=1.Cl.[NH2:22][OH:23].[OH-].[Na+]. (2) Given the product [Cl:1][C:2]1[N:7]=[C:6]2[C:8]([N:19]3[CH2:14][CH2:15][N:21]([CH3:23])[CH2:20][CH2:18]3)=[N:9][N:10]([CH3:11])[C:5]2=[CH:4][CH:3]=1, predict the reactants needed to synthesize it. The reactants are: [Cl:1][C:2]1[N:7]=[C:6]2[C:8](I)=[N:9][N:10]([CH3:11])[C:5]2=[CH:4][CH:3]=1.Cl[C:14]1[CH:15]=CC2[C:18](=[C:20](I)[N:21]([CH3:23])N=2)[N:19]=1.CN1CCNCC1.N1CCC[C@H]1C(O)=O. (3) Given the product [CH:30]1([CH3:37])[CH2:31][CH2:32][CH:33]([CH:34]([CH3:36])[CH3:35])[CH:28]([P:17]([CH:18]2[CH:23]([CH:24]([CH3:26])[CH3:25])[CH2:22][CH2:21][CH:20]([CH3:27])[CH2:19]2)[C:7]2[CH:8]=[CH:9][CH:10]=[CH:11][C:6]=2[S:12]([OH:15])(=[O:14])=[O:13])[CH2:29]1, predict the reactants needed to synthesize it. The reactants are: C([Li])CCC.[C:6]1([S:12]([OH:15])(=[O:14])=[O:13])[CH:11]=[CH:10][CH:9]=[CH:8][CH:7]=1.Cl[P:17]([CH:28]1[CH:33]([CH:34]([CH3:36])[CH3:35])[CH2:32][CH2:31][CH:30]([CH3:37])[CH2:29]1)[CH:18]1[CH:23]([CH:24]([CH3:26])[CH3:25])[CH2:22][CH2:21][CH:20]([CH3:27])[CH2:19]1.FC(F)(F)C(O)=O.